This data is from Forward reaction prediction with 1.9M reactions from USPTO patents (1976-2016). The task is: Predict the product of the given reaction. (1) Given the reactants Cl[CH2:2][CH2:3][CH2:4][CH2:5][N:6]1[C:12]2[CH:13]=[CH:14][CH:15]=[CH:16][C:11]=2[C:10](=[O:17])[CH2:9][CH2:8][C:7]1=[O:18].[CH2:19]1[NH:24][CH2:23][CH2:22][N:21]2[CH2:25][CH2:26][CH2:27][CH:20]12, predict the reaction product. The product is: [CH2:19]1[N:24]([CH2:2][CH2:3][CH2:4][CH2:5][N:6]2[C:12]3[CH:13]=[CH:14][CH:15]=[CH:16][C:11]=3[C:10](=[O:17])[CH2:9][CH2:8][C:7]2=[O:18])[CH2:23][CH2:22][N:21]2[CH2:25][CH2:26][CH2:27][CH:20]12. (2) Given the reactants I[C:2]1[C:11]([O:12][C@H:13]2[CH2:18][CH2:17][C@@H:16]([CH3:19])[CH2:15][CH2:14]2)=[CH:10][CH:9]=[C:8]2[C:3]=1[CH:4]=[CH:5][C:6]([C:20](=[O:22])[CH3:21])=[CH:7]2.[C:23]([Cu])#[N:24], predict the reaction product. The product is: [C:20]([C:6]1[CH:7]=[C:8]2[C:3](=[CH:4][CH:5]=1)[C:2]([C:23]#[N:24])=[C:11]([O:12][C@H:13]1[CH2:14][CH2:15][C@@H:16]([CH3:19])[CH2:17][CH2:18]1)[CH:10]=[CH:9]2)(=[O:22])[CH3:21]. (3) Given the reactants [Cl:1][C:2]1[CH:12]=[CH:11][C:5]([O:6][CH2:7][C:8]([OH:10])=O)=[C:4]([NH:13][C:14]([NH2:16])=[O:15])[CH:3]=1.[F:17][C:18]1[CH:32]=[CH:31][C:21]([O:22][CH2:23][C@H:24]2[O:29][CH2:28][CH:27]([CH3:30])[NH:26][CH2:25]2)=[CH:20][CH:19]=1.CCN=C=NCCCN(C)C.C1C=CC2N(O)N=NC=2C=1.CCN(C(C)C)C(C)C, predict the reaction product. The product is: [Cl:1][C:2]1[CH:12]=[CH:11][C:5]([O:6][CH2:7][C:8]([N:26]2[CH:27]([CH3:30])[CH2:28][O:29][C@H:24]([CH2:23][O:22][C:21]3[CH:31]=[CH:32][C:18]([F:17])=[CH:19][CH:20]=3)[CH2:25]2)=[O:10])=[C:4]([NH:13][C:14]([NH2:16])=[O:15])[CH:3]=1. (4) Given the reactants C(OC(=O)[CH2:5][NH:6][S:7](C1C=CC(OCC#CC)=CC=1)(=[O:9])=[O:8])C.C(=O)([O-])[O-].[K+].[K+].Cl.[N:29]1[CH:34]=[CH:33][CH:32]=[C:31](CCl)[CH:30]=1, predict the reaction product. The product is: [N:29]1[CH:30]=[CH:31][CH:32]=[CH:33][C:34]=1[CH2:5][NH:6][SH:7](=[O:9])=[O:8]. (5) Given the reactants [F:1][C:2]([F:41])([F:40])[C:3]1[CH:4]=[C:5]([C@H:13]([OH:39])[C@@H:14]([NH:16][CH2:17][C:18]2[CH:23]=[C:22]([C:24]([F:27])([F:26])[F:25])[CH:21]=[CH:20][C:19]=2[C:28]2[CH:33]=[C:32]([CH:34]([CH3:36])[CH3:35])[CH:31]=[CH:30][C:29]=2[O:37][CH3:38])[CH3:15])[CH:6]=[C:7]([C:9]([F:12])([F:11])[F:10])[CH:8]=1.[O:42](C(OC(C)(C)C)=O)[C:43]([O:45][C:46]([CH3:49])([CH3:48])[CH3:47])=O, predict the reaction product. The product is: [F:1][C:2]([F:40])([F:41])[C:3]1[CH:4]=[C:5]([C@H:13]([OH:39])[C@@H:14]([N:16]([CH2:17][C:18]2[CH:23]=[C:22]([C:24]([F:25])([F:26])[F:27])[CH:21]=[CH:20][C:19]=2[C:28]2[CH:33]=[C:32]([CH:34]([CH3:35])[CH3:36])[CH:31]=[CH:30][C:29]=2[O:37][CH3:38])[C:43](=[O:42])[O:45][C:46]([CH3:49])([CH3:48])[CH3:47])[CH3:15])[CH:6]=[C:7]([C:9]([F:11])([F:10])[F:12])[CH:8]=1. (6) The product is: [CH3:43][C:27]([NH:44][CH2:20][CH:19]([C:16]1[CH:17]=[CH:18][C:9]([OH:8])=[C:10]([CH2:11][OH:13])[CH:15]=1)[OH:25])([CH3:26])[CH2:28][CH2:29][N:30]1[C:34]([CH3:35])=[N:33][C:32]([C:36]2[CH:37]=[CH:38][C:39]([CH3:42])=[CH:40][CH:41]=2)=[N:31]1. Given the reactants C([O:8][C:9]1[CH:18]=[CH:17][C:16]([C:19](=[O:25])[CH:20](OCC)O)=[CH:15][C:10]=1[C:11]([O:13]C)=O)C1C=CC=CC=1.[CH3:26][C:27]([NH2:44])([CH3:43])[CH2:28][CH2:29][N:30]1[C:34]([CH3:35])=[N:33][C:32]([C:36]2[CH:41]=[CH:40][C:39]([CH3:42])=[CH:38][CH:37]=2)=[N:31]1, predict the reaction product. (7) Given the reactants [CH:1]([C:4]1[CH:10]=[CH:9][CH:8]=[CH:7][C:5]=1[NH2:6])([CH3:3])[CH3:2].N1C=CC=CC=1.Cl[C:18]([O:20][C:21]1[CH:26]=[CH:25][CH:24]=[CH:23][CH:22]=1)=[O:19], predict the reaction product. The product is: [CH:1]([C:4]1[CH:10]=[CH:9][CH:8]=[CH:7][C:5]=1[NH:6][C:18](=[O:19])[O:20][C:21]1[CH:26]=[CH:25][CH:24]=[CH:23][CH:22]=1)([CH3:3])[CH3:2]. (8) Given the reactants [NH2:1][C:2]1[CH:7]=[C:6]([Br:8])[CH:5]=[CH:4][C:3]=1[NH:9][CH2:10][CH2:11][OH:12].[C:13]([NH:20][CH2:21][C:22](O)=[O:23])([O:15][C:16]([CH3:19])([CH3:18])[CH3:17])=[O:14].CN(C(ON1N=NC2C=CC=NC1=2)=[N+](C)C)C.F[P-](F)(F)(F)(F)F.CCN(C(C)C)C(C)C, predict the reaction product. The product is: [Br:8][C:6]1[CH:5]=[CH:4][C:3]([NH:9][CH2:10][CH2:11][OH:12])=[C:2]([NH:1][C:22](=[O:23])[CH2:21][NH:20][C:13](=[O:14])[O:15][C:16]([CH3:17])([CH3:18])[CH3:19])[CH:7]=1. (9) Given the reactants F[C:2]1[CH:7]=[CH:6][C:5]([C:8]([F:11])([F:10])[F:9])=[CH:4][C:3]=1[N+:12]([O-:14])=[O:13].[CH3:15][N:16]1CCCC1=O.CN, predict the reaction product. The product is: [CH3:15][NH:16][C:2]1[CH:7]=[CH:6][C:5]([C:8]([F:11])([F:10])[F:9])=[CH:4][C:3]=1[N+:12]([O-:14])=[O:13]. (10) Given the reactants [Cl:1][C:2]1[CH:7]=[CH:6][C:5]([S:8]([NH:11][C:12]2[C:13]([C:19]([NH:21][NH2:22])=O)=[N:14][CH:15]=[C:16]([Cl:18])[CH:17]=2)(=[O:10])=[O:9])=[CH:4][C:3]=1[C:23]([F:26])([F:25])[F:24].[NH2:27][C:28]1[C:32]([CH2:33]O)=[CH:31][NH:30][N:29]=1.N[C:36]1C(C(OCC)=O)=CNN=1.[H-].[H-].[H-].[H-].[Li+].[Al+3], predict the reaction product. The product is: [Cl:1][C:2]1[CH:7]=[CH:6][C:5]([S:8]([NH:11][C:12]2[C:13]([C:19]3[N:27]([C:28]4[C:32]([CH3:33])=[CH:31][NH:30][N:29]=4)[CH:36]=[N:22][N:21]=3)=[N:14][CH:15]=[C:16]([Cl:18])[CH:17]=2)(=[O:10])=[O:9])=[CH:4][C:3]=1[C:23]([F:26])([F:25])[F:24].